The task is: Predict which catalyst facilitates the given reaction.. This data is from Catalyst prediction with 721,799 reactions and 888 catalyst types from USPTO. (1) Reactant: C1([OH:11])C2C(=CC=CC=2)C=CC=1.[CH2:12]([P:16]([CH2:21][CH2:22][CH2:23][CH3:24])[CH2:17][CH2:18][CH2:19][CH3:20])[CH2:13][CH2:14][CH3:15]. Product: [CH2:21]([P:16](=[O:11])([CH2:12][CH2:13][CH2:14][CH3:15])[CH2:17][CH2:18][CH2:19][CH3:20])[CH2:22][CH2:23][CH3:24]. The catalyst class is: 7. (2) The catalyst class is: 2. Reactant: [NH:1]1[CH2:6][CH2:5][CH:4]([CH2:7][OH:8])[CH2:3][CH2:2]1.[CH3:9][C:10]([O:13][C:14](O[C:14]([O:13][C:10]([CH3:12])([CH3:11])[CH3:9])=[O:15])=[O:15])([CH3:12])[CH3:11].O. Product: [OH:8][CH2:7][CH:4]1[CH2:5][CH2:6][N:1]([C:14]([O:13][C:10]([CH3:12])([CH3:11])[CH3:9])=[O:15])[CH2:2][CH2:3]1. (3) Reactant: [C:1]1([C:19]2[CH:24]=[CH:23][CH:22]=[CH:21][CH:20]=2)[CH:6]=[CH:5][CH:4]=[C:3]([C:7]2[CH:8]=[C:9]([N+:16]([O-:18])=[O:17])[CH:10]=[C:11]3[C:15]=2[NH:14][CH:13]=[CH:12]3)[CH:2]=1.[CH3:25]I.[H-].[Na+].O. Product: [C:1]1([C:19]2[CH:20]=[CH:21][CH:22]=[CH:23][CH:24]=2)[CH:6]=[CH:5][CH:4]=[C:3]([C:7]2[CH:8]=[C:9]([N+:16]([O-:18])=[O:17])[CH:10]=[C:11]3[C:15]=2[N:14]([CH3:25])[CH:13]=[CH:12]3)[CH:2]=1. The catalyst class is: 42. (4) Reactant: [CH3:1][O:2][C:3](=[O:28])[N:4]([C:14]1[CH:19]=[C:18]([N:20]2[CH2:25][CH2:24][NH:23][CH2:22][CH2:21]2)[C:17]([F:26])=[C:16]([NH2:27])[CH:15]=1)[CH2:5][C:6]1[CH:11]=[CH:10][C:9]([O:12][CH3:13])=[CH:8][CH:7]=1.[O:29]1[CH2:32][C:31](=O)[CH2:30]1.C(OC)(OC)OC.C([O-])(=O)C.[K+].C([BH3-])#N.[Na+]. Product: [CH3:1][O:2][C:3](=[O:28])[N:4]([C:14]1[CH:19]=[C:18]([N:20]2[CH2:21][CH2:22][N:23]([CH:31]3[CH2:32][O:29][CH2:30]3)[CH2:24][CH2:25]2)[C:17]([F:26])=[C:16]([NH2:27])[CH:15]=1)[CH2:5][C:6]1[CH:11]=[CH:10][C:9]([O:12][CH3:13])=[CH:8][CH:7]=1. The catalyst class is: 111.